From a dataset of NCI-60 drug combinations with 297,098 pairs across 59 cell lines. Regression. Given two drug SMILES strings and cell line genomic features, predict the synergy score measuring deviation from expected non-interaction effect. Drug 1: CCCS(=O)(=O)NC1=C(C(=C(C=C1)F)C(=O)C2=CNC3=C2C=C(C=N3)C4=CC=C(C=C4)Cl)F. Drug 2: C1=NC2=C(N1)C(=S)N=CN2. Cell line: SK-MEL-2. Synergy scores: CSS=-3.90, Synergy_ZIP=3.57, Synergy_Bliss=1.51, Synergy_Loewe=-3.90, Synergy_HSA=-3.44.